This data is from Catalyst prediction with 721,799 reactions and 888 catalyst types from USPTO. The task is: Predict which catalyst facilitates the given reaction. Reactant: C(OC(=O)[NH:7][C:8]1[CH:13]=[C:12]([N:14]([CH2:17][CH3:18])[CH2:15][CH3:16])[C:11]([Cl:19])=[CH:10][C:9]=1[NH:20][C:21](=[O:44])[CH2:22][C:23](=O)[C:24]1[CH:29]=[CH:28][CH:27]=[C:26]([N:30]2[C:34]([CH2:35][O:36]C3CCCCO3)=[CH:33][N:32]=[N:31]2)[CH:25]=1)(C)(C)C.C(O)(C(F)(F)F)=O. Product: [Cl:19][C:11]1[C:12]([N:14]([CH2:17][CH3:18])[CH2:15][CH3:16])=[CH:13][C:8]2[N:7]=[C:23]([C:24]3[CH:29]=[CH:28][CH:27]=[C:26]([N:30]4[C:34]([CH2:35][OH:36])=[CH:33][N:32]=[N:31]4)[CH:25]=3)[CH2:22][C:21](=[O:44])[NH:20][C:9]=2[CH:10]=1. The catalyst class is: 2.